Task: Predict the product of the given reaction.. Dataset: Forward reaction prediction with 1.9M reactions from USPTO patents (1976-2016) (1) The product is: [F:1][C:2]1[CH:3]=[C:4]([C@@H:8]2[CH2:10][C@H:9]2[C:11]([OH:13])=[O:12])[CH:5]=[CH:6][CH:7]=1. Given the reactants [F:1][C:2]1[CH:3]=[C:4]([C@@H:8]2[CH2:10][C@H:9]2[C:11]([O:13]CC)=[O:12])[CH:5]=[CH:6][CH:7]=1.[OH-].[K+].O, predict the reaction product. (2) Given the reactants [CH2:1]([C@H:8]([NH:39][C:40](=[O:70])[C@H:41]([CH2:47][C:48]([NH:50]C(C1C=CC=CC=1)(C1C=CC=CC=1)C1C=CC=CC=1)=[O:49])[NH:42][C:43]([O:45][CH3:46])=[O:44])[C@@H:9]([OH:38])[CH2:10][C@@H:11]([NH:25][C:26](=[O:37])[C@H:27]([C:33]([CH3:36])([CH3:35])[CH3:34])[NH:28][C:29]([O:31][CH3:32])=[O:30])[CH2:12][C:13]1[CH:18]=[CH:17][C:16]([C:19]2[CH:24]=[CH:23][CH:22]=[CH:21][N:20]=2)=[CH:15][CH:14]=1)[C:2]1[CH:7]=[CH:6][CH:5]=[CH:4][CH:3]=1.FC(F)(F)C(O)=O, predict the reaction product. The product is: [CH3:46][O:45][C:43](=[O:44])[NH:42][C@@H:41]([CH2:47][C:48]([NH2:50])=[O:49])[C:40](=[O:70])[NH:39][C@@H:8]([CH2:1][C:2]1[CH:7]=[CH:6][CH:5]=[CH:4][CH:3]=1)[C@@H:9]([OH:38])[CH2:10][C@H:11]([CH2:12][C:13]1[CH:14]=[CH:15][C:16]([C:19]2[CH:24]=[CH:23][CH:22]=[CH:21][N:20]=2)=[CH:17][CH:18]=1)[NH:25][C:26](=[O:37])[C@H:27]([C:33]([CH3:36])([CH3:35])[CH3:34])[NH:28][C:29](=[O:30])[O:31][CH3:32]. (3) Given the reactants [OH2:1].I([O-])(=O)(=O)=O.[Na+].[CH:8]([C:11]1[NH:12][C:13]([C:33]2[CH:38]=[CH:37][CH:36]=[C:35]([CH3:39])[N:34]=2)=[C:14]([C:16]2[CH:17]=[C:18]([C:22]3[CH:23]=[C:24]4[C:29](=[CH:30][CH:31]=3)[S:28][CH2:27][CH2:26][C:25]4=[O:32])[CH:19]=[CH:20][CH:21]=2)[N:15]=1)([CH3:10])[CH3:9], predict the reaction product. The product is: [CH:8]([C:11]1[NH:12][C:13]([C:33]2[CH:38]=[CH:37][CH:36]=[C:35]([CH3:39])[N:34]=2)=[C:14]([C:16]2[CH:17]=[C:18]([C:22]3[CH:23]=[C:24]4[C:29](=[CH:30][CH:31]=3)[S:28](=[O:1])[CH2:27][CH2:26][C:25]4=[O:32])[CH:19]=[CH:20][CH:21]=2)[N:15]=1)([CH3:10])[CH3:9].